Task: Predict the reactants needed to synthesize the given product.. Dataset: Full USPTO retrosynthesis dataset with 1.9M reactions from patents (1976-2016) (1) Given the product [Cl:1][C:2]1[N:3]=[C:4]([NH:26][C:16]2[CH:17]=[C:18]([N:20]3[CH2:24][CH2:23][CH2:22][C@@H:21]3[CH3:25])[CH:19]=[C:14]([O:13][CH3:12])[CH:15]=2)[C:5]2[N:10]=[CH:9][S:8][C:6]=2[N:7]=1, predict the reactants needed to synthesize it. The reactants are: [Cl:1][C:2]1[N:3]=[C:4](Cl)[C:5]2[N:10]=[CH:9][S:8][C:6]=2[N:7]=1.[CH3:12][O:13][C:14]1[CH:15]=[C:16]([NH2:26])[CH:17]=[C:18]([N:20]2[CH2:24][CH2:23][CH2:22][C@@H:21]2[CH3:25])[CH:19]=1.CCN(C(C)C)C(C)C. (2) Given the product [CH2:7]([O:14][C:15]1[CH:19]=[CH:18][S:17][C:16]=1[CH2:20][OH:21])[C:8]1[CH:9]=[CH:10][CH:11]=[CH:12][CH:13]=1, predict the reactants needed to synthesize it. The reactants are: [H-].[Al+3].[Li+].[H-].[H-].[H-].[CH2:7]([O:14][C:15]1[CH:19]=[CH:18][S:17][C:16]=1[C:20](OC)=[O:21])[C:8]1[CH:13]=[CH:12][CH:11]=[CH:10][CH:9]=1.O.[OH-].[Na+]. (3) Given the product [N:18]1([CH2:17][CH2:16][N:1]2[CH:5]=[C:4]([C:6]3[CH:11]=[C:10]([C:12]#[N:13])[CH:9]=[CH:8][N:7]=3)[N:3]=[CH:2]2)[CH2:23][CH2:22][O:21][CH2:20][CH2:19]1, predict the reactants needed to synthesize it. The reactants are: [NH:1]1[CH:5]=[C:4]([C:6]2[CH:11]=[C:10]([C:12]#[N:13])[CH:9]=[CH:8][N:7]=2)[N:3]=[CH:2]1.Cl.Cl[CH2:16][CH2:17][N:18]1[CH2:23][CH2:22][O:21][CH2:20][CH2:19]1. (4) Given the product [Br:33][CH2:18][CH2:19][CH2:20][O:21][C:22]1[CH:31]=[C:30]2[C:25]([CH:26]=[CH:27][C:28](=[O:32])[NH:29]2)=[CH:24][CH:23]=1, predict the reactants needed to synthesize it. The reactants are: C(OC1C=CC=CC=1N1CCCN(C[CH2:18][CH2:19][CH2:20][O:21][C:22]2[CH:31]=[C:30]3[C:25]([CH:26]=[CH:27][C:28](=[O:32])[NH:29]3)=[CH:24][CH:23]=2)CC1)C.[Br:33]CCCBr.C([O-])([O-])=O.[K+].[K+]. (5) Given the product [O:1]=[C:2]1[C:7]2[C:8]([C:29]3[CH:30]=[CH:31][CH:32]=[CH:33][CH:34]=3)=[C:9]([C:11]3[CH:12]=[CH:13][C:14]([C:17]4([NH:21][C:22](=[O:28])[O:23][C:24]([CH3:26])([CH3:27])[CH3:25])[CH2:20][CH2:19][CH2:18]4)=[CH:15][CH:16]=3)[O:10][C:6]=2[CH:5]=[CH:4][N:3]1[CH2:43][C:42]([F:46])([F:45])[F:41], predict the reactants needed to synthesize it. The reactants are: [O:1]=[C:2]1[C:7]2[C:8]([C:29]3[CH:34]=[CH:33][CH:32]=[CH:31][CH:30]=3)=[C:9]([C:11]3[CH:16]=[CH:15][C:14]([C:17]4([NH:21][C:22](=[O:28])[O:23][C:24]([CH3:27])([CH3:26])[CH3:25])[CH2:20][CH2:19][CH2:18]4)=[CH:13][CH:12]=3)[O:10][C:6]=2[CH:5]=[CH:4][NH:3]1.C([O-])([O-])=O.[K+].[K+].[F:41][C:42]([F:46])([F:45])[CH2:43]I.